From a dataset of Catalyst prediction with 721,799 reactions and 888 catalyst types from USPTO. Predict which catalyst facilitates the given reaction. (1) Reactant: [CH:1]1([C:4]2[CH:5]=[CH:6][C:7]([C:15]([OH:17])=O)=[N:8][C:9]=2[O:10][CH2:11][CH:12]2[CH2:14][CH2:13]2)[CH2:3][CH2:2]1.Cl.[NH2:19][C@H:20]([C:26]1[CH:31]=[CH:30][CH:29]=[CH:28][CH:27]=1)[C:21]([N:23]([CH3:25])[CH3:24])=[O:22].CO. Product: [CH3:24][N:23]([CH3:25])[C:21]([CH:20]([NH:19][C:15]([C:7]1[CH:6]=[CH:5][C:4]([CH:1]2[CH2:2][CH2:3]2)=[C:9]([O:10][CH2:11][CH:12]2[CH2:13][CH2:14]2)[N:8]=1)=[O:17])[C:26]1[CH:31]=[CH:30][CH:29]=[CH:28][CH:27]=1)=[O:22]. The catalyst class is: 194. (2) Product: [C:3]([C:5]1[CH:6]=[C:7]([CH:21]=[CH:22][CH:23]=1)[CH2:8][N:9]1[C:18]2[C:13](=[CH:14][CH:15]=[CH:16][CH:17]=2)[C:12](=[O:19])[NH:11][C:10]1=[O:20])([OH:4])=[O:2]. The catalyst class is: 5. Reactant: C[O:2][C:3]([C:5]1[CH:6]=[C:7]([CH:21]=[CH:22][CH:23]=1)[CH2:8][N:9]1[C:18]2[C:13](=[CH:14][CH:15]=[CH:16][CH:17]=2)[C:12](=[O:19])[NH:11][C:10]1=[O:20])=[O:4].[OH-].[Na+].O. (3) Reactant: [NH2:1][C:2]1[C:3]([Cl:23])=[C:4]([CH:20]=[CH:21][CH:22]=1)[CH2:5][N:6]1[CH2:11][CH2:10][N:9]([C:12]([CH:14]2[CH2:18][CH2:17][CH2:16][CH2:15]2)=[O:13])[C@@H:8]([CH3:19])[CH2:7]1.[C:24]([C:26]1[CH:27]=[C:28]([CH:32]=[CH:33][CH:34]=1)[C:29](Cl)=[O:30])#[N:25].C([O-])([O-])=O.[Na+].[Na+]. Product: [Cl:23][C:3]1[C:4]([CH2:5][N:6]2[CH2:11][CH2:10][N:9]([C:12]([CH:14]3[CH2:18][CH2:17][CH2:16][CH2:15]3)=[O:13])[C@@H:8]([CH3:19])[CH2:7]2)=[CH:20][CH:21]=[CH:22][C:2]=1[NH:1][C:29](=[O:30])[C:28]1[CH:32]=[CH:33][CH:34]=[C:26]([C:24]#[N:25])[CH:27]=1. The catalyst class is: 10. (4) Reactant: [F:1][C:2]([F:20])([F:19])[S:3]([NH:6][C:7]1[CH:18]=[CH:17][C:10]2[S:11][C:12]([C:14]([OH:16])=[O:15])=[CH:13][C:9]=2[CH:8]=1)(=[O:5])=[O:4].S(=O)(=O)(O)O.[CH3:26]O.O. Product: [F:20][C:2]([F:1])([F:19])[S:3]([NH:6][C:7]1[CH:18]=[CH:17][C:10]2[S:11][C:12]([C:14]([O:16][CH3:26])=[O:15])=[CH:13][C:9]=2[CH:8]=1)(=[O:5])=[O:4]. The catalyst class is: 13. (5) Reactant: [C:1]1(=[O:7])[NH:5][C:4](=[O:6])[CH:3]=[CH:2]1.[NH2:8][C:9]1[CH:16]=[CH:15][CH:14]=[CH:13][C:10]=1[CH2:11][NH2:12]. Product: [NH2:8][C:9]1[CH:16]=[CH:15][CH:14]=[CH:13][C:10]=1[CH2:11][NH:12][CH:2]1[CH2:3][C:4](=[O:6])[NH:5][C:1]1=[O:7]. The catalyst class is: 13. (6) Reactant: [S:1]([N:11]1[C:19]2[C:14](=[C:15]([C:20](=[O:22])[CH3:21])[CH:16]=[CH:17][CH:18]=2)[CH:13]=[CH:12]1)([C:4]1[CH:10]=[CH:9][C:7]([CH3:8])=[CH:6][CH:5]=1)(=[O:3])=[O:2].[BH4-].[Na+]. Product: [S:1]([N:11]1[C:19]2[C:14](=[C:15]([CH:20]([OH:22])[CH3:21])[CH:16]=[CH:17][CH:18]=2)[CH:13]=[CH:12]1)([C:4]1[CH:5]=[CH:6][C:7]([CH3:8])=[CH:9][CH:10]=1)(=[O:2])=[O:3]. The catalyst class is: 5. (7) Reactant: [CH2:1]([O:5][C:6]1[CH:28]=[CH:27][C:9]([C:10]([N:12]([CH3:26])[C:13]2[CH:18]=[CH:17][C:16]([N:19]3[CH2:23][CH2:22][CH:21]([NH:24][CH3:25])[CH2:20]3)=[CH:15][CH:14]=2)=[O:11])=[CH:8][CH:7]=1)[CH2:2][CH2:3][CH3:4].[C:29](OC(=O)C)(=[O:31])[CH3:30]. Product: [C:29]([CH2:25][NH:24][CH:21]1[CH2:22][CH2:23][N:19]([C:16]2[CH:17]=[CH:18][C:13]([N:12]([CH3:26])[C:10](=[O:11])[C:9]3[CH:27]=[CH:28][C:6]([O:5][CH2:1][CH2:2][CH2:3][CH3:4])=[CH:7][CH:8]=3)=[CH:14][CH:15]=2)[CH2:20]1)(=[O:31])[CH3:30]. The catalyst class is: 17. (8) Reactant: [CH3:1][C:2]1[N:7]=[N:6][CH:5]=[C:4]([C:8]2[S:12][C:11]([C:13]([O:15]C(C)(C)C)=[O:14])=[N:10][CH:9]=2)[CH:3]=1.[C:20]([OH:26])([C:22]([F:25])([F:24])[F:23])=[O:21]. Product: [F:23][C:22]([F:25])([F:24])[C:20]([OH:26])=[O:21].[CH3:1][C:2]1[N:7]=[N:6][CH:5]=[C:4]([C:8]2[S:12][C:11]([C:13]([OH:15])=[O:14])=[N:10][CH:9]=2)[CH:3]=1. The catalyst class is: 2. (9) Reactant: [S:1]1[CH2:6][CH2:5][N:4]([C:7]([C:9]2[N:10]=[C:11]([N:14]3[CH2:17][CH:16](OS(C)(=O)=O)[CH2:15]3)[S:12][CH:13]=2)=[O:8])[CH2:3][CH2:2]1.[C:23]([O-:26])(=[S:25])[CH3:24].[K+]. Product: [C:23]([S:25][CH:16]1[CH2:15][N:14]([C:11]2[S:12][CH:13]=[C:9]([C:7]([N:4]3[CH2:3][CH2:2][S:1][CH2:6][CH2:5]3)=[O:8])[N:10]=2)[CH2:17]1)(=[O:26])[CH3:24]. The catalyst class is: 9.